From a dataset of Reaction yield outcomes from USPTO patents with 853,638 reactions. Predict the reaction yield, written as a fraction of the theoretical maximum amount of product (1.0 means a 100% yield; for example, 0.34 means a 34% yield). The reactants are [CH:1]12[O:8][CH:5]([CH2:6][CH2:7]1)[CH2:4][N:3]([C:9]1[N:14]=[C:13](Cl)[N:12]=[C:11]([C:16]3[CH:21]=[CH:20][C:19]([NH:22][C:23]([NH:25][CH3:26])=[O:24])=[CH:18][CH:17]=3)[N:10]=1)[CH2:2]2.CC1(C)C(C)(C)OB([C:35]2[CH:41]=[CH:40][C:38]([NH2:39])=[CH:37][CH:36]=2)O1. No catalyst specified. The product is [NH2:39][C:38]1[CH:40]=[CH:41][C:35]([C:13]2[N:14]=[C:9]([N:3]3[CH2:4][CH:5]4[O:8][CH:1]([CH2:7][CH2:6]4)[CH2:2]3)[N:10]=[C:11]([C:16]3[CH:21]=[CH:20][C:19]([NH:22][C:23]([NH:25][CH3:26])=[O:24])=[CH:18][CH:17]=3)[N:12]=2)=[CH:36][CH:37]=1. The yield is 0.490.